From a dataset of NCI-60 drug combinations with 297,098 pairs across 59 cell lines. Regression. Given two drug SMILES strings and cell line genomic features, predict the synergy score measuring deviation from expected non-interaction effect. (1) Drug 1: CNC(=O)C1=NC=CC(=C1)OC2=CC=C(C=C2)NC(=O)NC3=CC(=C(C=C3)Cl)C(F)(F)F. Drug 2: C1=NNC2=C1C(=O)NC=N2. Cell line: HCT-15. Synergy scores: CSS=-4.99, Synergy_ZIP=3.47, Synergy_Bliss=1.40, Synergy_Loewe=-4.97, Synergy_HSA=-3.87. (2) Drug 1: C1CCC(CC1)NC(=O)N(CCCl)N=O. Drug 2: CC1=C(C(CCC1)(C)C)C=CC(=CC=CC(=CC(=O)O)C)C. Cell line: MOLT-4. Synergy scores: CSS=9.03, Synergy_ZIP=-2.68, Synergy_Bliss=-9.79, Synergy_Loewe=-10.7, Synergy_HSA=-9.01. (3) Drug 1: CC1CC2C3CCC4=CC(=O)C=CC4(C3(C(CC2(C1(C(=O)CO)O)C)O)F)C. Drug 2: CC1=C(C(=CC=C1)Cl)NC(=O)C2=CN=C(S2)NC3=CC(=NC(=N3)C)N4CCN(CC4)CCO. Cell line: OVCAR3. Synergy scores: CSS=42.9, Synergy_ZIP=1.06, Synergy_Bliss=0.229, Synergy_Loewe=-5.18, Synergy_HSA=-0.964. (4) Drug 1: C1=CC(=C2C(=C1NCCNCCO)C(=O)C3=C(C=CC(=C3C2=O)O)O)NCCNCCO. Drug 2: CC(C)CN1C=NC2=C1C3=CC=CC=C3N=C2N. Cell line: OVCAR-4. Synergy scores: CSS=18.4, Synergy_ZIP=-2.12, Synergy_Bliss=-0.745, Synergy_Loewe=-12.5, Synergy_HSA=-1.68. (5) Synergy scores: CSS=8.04, Synergy_ZIP=-1.24, Synergy_Bliss=0.885, Synergy_Loewe=-7.29, Synergy_HSA=-2.01. Drug 1: COC1=NC(=NC2=C1N=CN2C3C(C(C(O3)CO)O)O)N. Drug 2: CC1=C(N=C(N=C1N)C(CC(=O)N)NCC(C(=O)N)N)C(=O)NC(C(C2=CN=CN2)OC3C(C(C(C(O3)CO)O)O)OC4C(C(C(C(O4)CO)O)OC(=O)N)O)C(=O)NC(C)C(C(C)C(=O)NC(C(C)O)C(=O)NCCC5=NC(=CS5)C6=NC(=CS6)C(=O)NCCC[S+](C)C)O. Cell line: T-47D.